This data is from Peptide-MHC class I binding affinity with 185,985 pairs from IEDB/IMGT. The task is: Regression. Given a peptide amino acid sequence and an MHC pseudo amino acid sequence, predict their binding affinity value. This is MHC class I binding data. (1) The peptide sequence is VPMVTQMAM. The MHC is HLA-B35:01 with pseudo-sequence HLA-B35:01. The binding affinity (normalized) is 0.744. (2) The peptide sequence is FPHCLAFSYM. The MHC is HLA-B07:02 with pseudo-sequence HLA-B07:02. The binding affinity (normalized) is 0.626. (3) The peptide sequence is QPRAPIRPI. The MHC is HLA-B15:01 with pseudo-sequence HLA-B15:01. The binding affinity (normalized) is 0.0847. (4) The peptide sequence is LLDGTATLRL. The MHC is HLA-A02:01 with pseudo-sequence HLA-A02:01. The binding affinity (normalized) is 0.372. (5) The peptide sequence is SAEVAELYR. The MHC is HLA-B27:05 with pseudo-sequence HLA-B27:05. The binding affinity (normalized) is 0.0797. (6) The peptide sequence is LPAPKNHNYL. The MHC is HLA-B07:02 with pseudo-sequence HLA-B07:02. The binding affinity (normalized) is 0.623. (7) The peptide sequence is QLLLMRTSW. The MHC is HLA-A32:01 with pseudo-sequence HLA-A32:01. The binding affinity (normalized) is 0.783. (8) The peptide sequence is RISGVDRYY. The MHC is HLA-A68:01 with pseudo-sequence HLA-A68:01. The binding affinity (normalized) is 0. (9) The peptide sequence is DARYCSEFI. The MHC is HLA-A02:03 with pseudo-sequence HLA-A02:03. The binding affinity (normalized) is 0.0428.